This data is from Peptide-MHC class II binding affinity with 134,281 pairs from IEDB. The task is: Regression. Given a peptide amino acid sequence and an MHC pseudo amino acid sequence, predict their binding affinity value. This is MHC class II binding data. (1) The peptide sequence is REYAAVAEELGALLA. The binding affinity (normalized) is 0.396. The MHC is HLA-DPA10103-DPB10401 with pseudo-sequence HLA-DPA10103-DPB10401. (2) The peptide sequence is ESEFQAALSRKVAKL. The MHC is DRB1_1302 with pseudo-sequence DRB1_1302. The binding affinity (normalized) is 0.413.